Dataset: Full USPTO retrosynthesis dataset with 1.9M reactions from patents (1976-2016). Task: Predict the reactants needed to synthesize the given product. Given the product [Cl:1][C:2]1[CH:3]=[CH:4][C:5]([N:17]2[CH:21]=[N:20][N:19]=[N:18]2)=[C:6]([CH:16]=1)[CH2:7][NH:8][C:9](=[O:15])[C@@H:10]1[CH2:14][CH2:13][CH2:12][N:11]1[C:24](=[O:25])[C@H:23]([OH:22])[C:27]([CH3:30])([CH3:29])[CH3:28], predict the reactants needed to synthesize it. The reactants are: [Cl:1][C:2]1[CH:3]=[CH:4][C:5]([N:17]2[CH:21]=[N:20][N:19]=[N:18]2)=[C:6]([CH:16]=1)[CH2:7][NH:8][C:9](=[O:15])[C@@H:10]1[CH2:14][CH2:13][CH2:12][NH:11]1.[OH:22][C@H:23]([C:27]([CH3:30])([CH3:29])[CH3:28])[C:24](O)=[O:25].